This data is from Full USPTO retrosynthesis dataset with 1.9M reactions from patents (1976-2016). The task is: Predict the reactants needed to synthesize the given product. (1) Given the product [F:12][C:13]1[CH:18]=[CH:17][C:16]([C:2]2[N:7]=[N:6][C:5]([O:8][CH3:9])=[C:4]([O:10][CH3:11])[CH:3]=2)=[CH:15][CH:14]=1, predict the reactants needed to synthesize it. The reactants are: Cl[C:2]1[N:7]=[N:6][C:5]([O:8][CH3:9])=[C:4]([O:10][CH3:11])[CH:3]=1.[F:12][C:13]1[CH:18]=[CH:17][C:16](B(O)O)=[CH:15][CH:14]=1.C([O-])([O-])=O.[Na+].[Na+]. (2) Given the product [CH3:22][C:16]1([CH3:23])[CH2:15][CH:14]([C:5]2[C:4]3[C:8](=[C:9]([C:11]([NH2:13])=[O:12])[CH:10]=[C:2]([C:29]4[CH:28]=[CH:9][CH:10]=[CH:2][CH:3]=4)[CH:3]=3)[NH:7][CH:6]=2)[CH2:19][CH2:18][S:17]1(=[O:21])=[O:20], predict the reactants needed to synthesize it. The reactants are: Br[C:2]1[CH:3]=[C:4]2[C:8](=[C:9]([C:11]([NH2:13])=[O:12])[CH:10]=1)[NH:7][CH:6]=[C:5]2[CH:14]1[CH2:19][CH2:18][S:17](=[O:21])(=[O:20])[C:16]([CH3:23])([CH3:22])[CH2:15]1.O1[CH2:29][CH2:28]OCC1.C([O-])([O-])=O.[K+].[K+]. (3) Given the product [OH:2][C:3]1[CH:12]=[C:11]2[C:6]([CH:7]=[C:8]([C:14]([OH:16])=[O:15])[C:9]([CH3:13])=[N:10]2)=[CH:5][CH:4]=1, predict the reactants needed to synthesize it. The reactants are: C[O:2][C:3]1[CH:12]=[C:11]2[C:6]([CH:7]=[C:8]([C:14]([OH:16])=[O:15])[C:9]([CH3:13])=[N:10]2)=[CH:5][CH:4]=1. (4) Given the product [CH3:11][C:9]1[CH2:8][CH2:7][C@@H:1]([C:3](=[O:4])[CH2:5][CH3:6])[CH2:2][CH:10]=1, predict the reactants needed to synthesize it. The reactants are: [CH:1]([C:3]([CH2:5][CH3:6])=[O:4])=[CH2:2].[CH2:7]=[CH:8][C:9](=[CH2:11])[CH3:10].Cl(O)(=O)(=O)=O.C([C@@H]1N[C@H](C2OC(C)=CC=2)N(C)C1=O)C1C=CC=CC=1. (5) Given the product [CH3:25][C:22]1[CH:23]=[CH:24][C:19]([CH2:18][O:17][C:14]2[CH:15]=[CH:16][N:11]([CH2:10][CH2:9][C:6]3[CH:7]=[CH:8][C:3]([CH2:2][N:27]4[CH2:31][CH2:30][CH2:29][CH2:28]4)=[CH:4][CH:5]=3)[C:12](=[O:26])[CH:13]=2)=[N:20][CH:21]=1, predict the reactants needed to synthesize it. The reactants are: Br[CH2:2][C:3]1[CH:8]=[CH:7][C:6]([CH2:9][CH2:10][N:11]2[CH:16]=[CH:15][C:14]([O:17][CH2:18][C:19]3[CH:24]=[CH:23][C:22]([CH3:25])=[CH:21][N:20]=3)=[CH:13][C:12]2=[O:26])=[CH:5][CH:4]=1.[NH:27]1[CH2:31][CH2:30][CH2:29][CH2:28]1. (6) Given the product [NH2:1][C@@H:2]([C:5]1[CH:6]=[C:7]([C:11]2[CH:16]=[C:15]([NH:17][CH2:18][CH2:19][O:20][CH3:21])[CH:14]=[C:13]([CH2:22][O:23][C:24]3[CH:29]=[CH:28][CH:27]=[CH:26][C:25]=3[CH2:30][C:31]([OH:33])=[O:32])[CH:12]=2)[CH:8]=[CH:9][CH:10]=1)[CH2:3][OH:4], predict the reactants needed to synthesize it. The reactants are: [NH2:1][C@@H:2]([C:5]1[CH:6]=[C:7]([C:11]2[CH:16]=[C:15]([NH:17][CH2:18][CH2:19][O:20][CH3:21])[CH:14]=[C:13]([CH2:22][O:23][C:24]3[CH:29]=[CH:28][CH:27]=[CH:26][C:25]=3[CH2:30][C:31]([O:33]C)=[O:32])[CH:12]=2)[CH:8]=[CH:9][CH:10]=1)[CH2:3][OH:4].[Li+].[OH-]. (7) Given the product [C:14]1([C:11]2[CH:12]=[CH:13][C:8]([C:4]3[C:3]([CH2:2][CH2:21][C:22]([OH:24])=[O:23])=[CH:7][O:6][N:5]=3)=[CH:9][CH:10]=2)[CH:19]=[CH:18][CH:17]=[CH:16][CH:15]=1, predict the reactants needed to synthesize it. The reactants are: Cl[CH2:2][C:3]1[C:4]([C:8]2[CH:13]=[CH:12][C:11]([C:14]3[CH:19]=[CH:18][CH:17]=[CH:16][CH:15]=3)=[CH:10][CH:9]=2)=[N:5][O:6][CH:7]=1.C(OCC)(=O)[CH2:21][C:22]([O:24]CC)=[O:23].[H-].[Na+].Cl.